This data is from Reaction yield outcomes from USPTO patents with 853,638 reactions. The task is: Predict the reaction yield, written as a fraction of the theoretical maximum amount of product (1.0 means a 100% yield; for example, 0.34 means a 34% yield). The reactants are [C:1]([C:5]1[CH:6]=[C:7]([N+:19]([O-:21])=[O:20])[C:8]([O:17][CH3:18])=[C:9]([CH:11]([OH:16])[C:12]([F:15])([F:14])[F:13])[CH:10]=1)([CH3:4])([CH3:3])[CH3:2].CC(OI1(OC(C)=O)(OC(C)=O)OC(=O)C2C=CC=CC1=2)=O. The catalyst is ClCCl. The product is [C:1]([C:5]1[CH:6]=[C:7]([N+:19]([O-:21])=[O:20])[C:8]([O:17][CH3:18])=[C:9]([C:11](=[O:16])[C:12]([F:13])([F:15])[F:14])[CH:10]=1)([CH3:4])([CH3:2])[CH3:3]. The yield is 0.910.